This data is from Peptide-MHC class II binding affinity with 134,281 pairs from IEDB. The task is: Regression. Given a peptide amino acid sequence and an MHC pseudo amino acid sequence, predict their binding affinity value. This is MHC class II binding data. (1) The peptide sequence is SQDLELSWNLNGLQQY. The MHC is DRB1_0401 with pseudo-sequence DRB1_0401. The binding affinity (normalized) is 0.189. (2) The peptide sequence is NLCCSQWGWCGSTDE. The MHC is HLA-DPA10201-DPB10501 with pseudo-sequence HLA-DPA10201-DPB10501. The binding affinity (normalized) is 0.0369.